The task is: Predict the reactants needed to synthesize the given product.. This data is from Full USPTO retrosynthesis dataset with 1.9M reactions from patents (1976-2016). Given the product [CH2:1]([O:3][C:4]([C:6]1[C:15](=[O:16])[C:14]2[C:9](=[N:10][C:11]([NH2:26])=[C:12]([CH2:17][C:18]3[CH:23]=[CH:22][CH:21]=[C:20]([Cl:24])[C:19]=3[F:25])[CH:13]=2)[N:8]([C@H:29]([C:34]([CH3:41])([CH3:42])[O:35][SiH2:36][C:37]([CH3:40])([CH3:39])[CH3:38])[C:30]([CH3:31])([CH3:32])[CH3:33])[CH:7]=1)=[O:5])[CH3:2], predict the reactants needed to synthesize it. The reactants are: [CH2:1]([O:3][C:4]([C:6]1[C:15](=[O:16])[C:14]2[C:9](=[N:10][C:11]([N:26]=[N+]=[N-])=[C:12]([CH2:17][C:18]3[CH:23]=[CH:22][CH:21]=[C:20]([Cl:24])[C:19]=3[F:25])[CH:13]=2)[N:8]([C@H:29]([C:34]([CH3:42])([CH3:41])[O:35][SiH2:36][C:37]([CH3:40])([CH3:39])[CH3:38])[C:30]([CH3:33])([CH3:32])[CH3:31])[CH:7]=1)=[O:5])[CH3:2].